From a dataset of Forward reaction prediction with 1.9M reactions from USPTO patents (1976-2016). Predict the product of the given reaction. (1) Given the reactants [CH3:1][C:2]([CH3:32])([CH2:6][O:7][C:8]1[CH:13]=[CH:12][C:11]([C:14]2[CH:19]=[CH:18][C:17]([C:20]3[NH:21][C:22]([C:25]([CH3:31])([CH3:30])[C:26]([F:29])([F:28])[F:27])=[CH:23][N:24]=3)=[CH:16][N:15]=2)=[CH:10][CH:9]=1)[C:3]([OH:5])=[O:4].[OH-].[Na+:34].CO, predict the reaction product. The product is: [CH3:1][C:2]([CH3:32])([CH2:6][O:7][C:8]1[CH:13]=[CH:12][C:11]([C:14]2[CH:19]=[CH:18][C:17]([C:20]3[NH:21][C:22]([C:25]([CH3:31])([CH3:30])[C:26]([F:29])([F:27])[F:28])=[CH:23][N:24]=3)=[CH:16][N:15]=2)=[CH:10][CH:9]=1)[C:3]([O-:5])=[O:4].[Na+:34]. (2) Given the reactants [Br-].[CH3:2][N:3]([CH3:37])[C:4]1[CH:5]=[CH:6][C:7]2[C:16]([CH:17]=1)=[O+:15][C:14]1[C:9](=[CH:10][CH:11]=[C:12]([N:18]([CH3:20])[CH3:19])[CH:13]=1)[C:8]=2[C:21]1[CH:26]=[CH:25][C:24]([NH2:27])=[C:23]([NH2:28])[C:22]=1[C:29]([O:31][CH2:32][O:33][C:34](=[O:36])[CH3:35])=[O:30].[I-:38].[CH3:39]N(C)C1C=CC2C(C=1)=[O+]C1C(=CC=C(N(C)C)C=1)C=2C1C=C(C(OC)=O)C(NC)=C(N)C=1OC(=O)C, predict the reaction product. The product is: [I-:38].[CH3:20][N:18]([CH3:19])[C:12]1[CH:11]=[CH:10][C:9]2[C:14]([CH:13]=1)=[O+:15][C:16]1[C:7](=[CH:6][CH:5]=[C:4]([N:3]([CH3:2])[CH3:37])[CH:17]=1)[C:8]=2[C:21]1[CH:26]=[CH:25][C:24]([NH:27][CH3:39])=[C:23]([NH2:28])[C:22]=1[C:29]([O:31][CH2:32][O:33][C:34](=[O:36])[CH3:35])=[O:30].